This data is from Forward reaction prediction with 1.9M reactions from USPTO patents (1976-2016). The task is: Predict the product of the given reaction. (1) Given the reactants O[CH2:2][C:3]1[C:4]2[CH:11]=[C:10]([CH3:12])[CH:9]=[CH:8][C:5]=2[S:6][CH:7]=1.P(Br)(Br)[Br:14].O, predict the reaction product. The product is: [Br:14][CH2:2][C:3]1[C:4]2[CH:11]=[C:10]([CH3:12])[CH:9]=[CH:8][C:5]=2[S:6][CH:7]=1. (2) Given the reactants [N+:1]([C:4]1[N:9]=[CH:8][C:7]([O:10][C:11]2[CH:16]=[CH:15][C:14]([NH:17][C:18](=[O:27])[O:19][CH2:20][C:21]3[CH:26]=[CH:25][CH:24]=[CH:23][CH:22]=3)=[CH:13][CH:12]=2)=[CH:6][CH:5]=1)([O-])=O.O.[Cl-].[Ca+2].[Cl-], predict the reaction product. The product is: [NH2:1][C:4]1[N:9]=[CH:8][C:7]([O:10][C:11]2[CH:12]=[CH:13][C:14]([NH:17][C:18](=[O:27])[O:19][CH2:20][C:21]3[CH:22]=[CH:23][CH:24]=[CH:25][CH:26]=3)=[CH:15][CH:16]=2)=[CH:6][CH:5]=1. (3) Given the reactants [NH2:1][C:2]1[CH:7]=[C:6]([Cl:8])[CH:5]=[CH:4][C:3]=1[OH:9].[NH2:10][C:11]1[CH:12]=[C:13]([CH:17]=[CH:18][CH:19]=1)[C:14](O)=O, predict the reaction product. The product is: [NH2:10][C:11]1[CH:12]=[C:13]([C:14]2[O:9][C:3]3[CH:4]=[CH:5][C:6]([Cl:8])=[CH:7][C:2]=3[N:1]=2)[CH:17]=[CH:18][CH:19]=1. (4) Given the reactants [Cl:1][C:2]1[CH:10]=[C:9]2[C:5]([C@@:6]3([C@@H:15]([C:16]4[CH:21]=[CH:20][CH:19]=[C:18]([Cl:22])[C:17]=4[F:23])[C@H:14]([C:24](O)=[O:25])[NH:13][C:12]43[CH2:29][C:28]([CH2:32][F:33])([CH2:30][F:31])[CH2:27]4)[C:7](=[O:11])[NH:8]2)=[CH:4][CH:3]=1.[NH2:34][C@H:35]1[CH2:40][CH2:39][C@H:38]([OH:41])[CH2:37][CH2:36]1, predict the reaction product. The product is: [Cl:1][C:2]1[CH:10]=[C:9]2[C:5]([C@@:6]3([C@@H:15]([C:16]4[CH:21]=[CH:20][CH:19]=[C:18]([Cl:22])[C:17]=4[F:23])[C@H:14]([C:24]([NH:34][C@H:35]4[CH2:40][CH2:39][C@H:38]([OH:41])[CH2:37][CH2:36]4)=[O:25])[NH:13][C:12]43[CH2:27][C:28]([CH2:30][F:31])([CH2:32][F:33])[CH2:29]4)[C:7](=[O:11])[NH:8]2)=[CH:4][CH:3]=1. (5) Given the reactants [N:1]1([CH2:6][C:7]2[CH:12]=[CH:11][C:10]([CH2:13][CH2:14][NH2:15])=[CH:9][CH:8]=2)[CH2:5][CH2:4][CH2:3][CH2:2]1.[O:16]1[CH:20]=[CH:19][CH:18]=[C:17]1[C:21]1[CH:29]=[CH:28][C:24]([C:25](O)=[O:26])=[CH:23][CH:22]=1, predict the reaction product. The product is: [O:16]1[CH:20]=[CH:19][CH:18]=[C:17]1[C:21]1[CH:29]=[CH:28][C:24]([C:25]([NH:15][CH2:14][CH2:13][C:10]2[CH:11]=[CH:12][C:7]([CH2:6][N:1]3[CH2:5][CH2:4][CH2:3][CH2:2]3)=[CH:8][CH:9]=2)=[O:26])=[CH:23][CH:22]=1.